Dataset: NCI-60 drug combinations with 297,098 pairs across 59 cell lines. Task: Regression. Given two drug SMILES strings and cell line genomic features, predict the synergy score measuring deviation from expected non-interaction effect. (1) Drug 1: C1=NC2=C(N1)C(=S)N=CN2. Drug 2: CN(C(=O)NC(C=O)C(C(C(CO)O)O)O)N=O. Cell line: SK-MEL-5. Synergy scores: CSS=12.3, Synergy_ZIP=-3.61, Synergy_Bliss=0.956, Synergy_Loewe=-18.5, Synergy_HSA=-0.432. (2) Drug 1: C1=NC2=C(N=C(N=C2N1C3C(C(C(O3)CO)O)O)F)N. Drug 2: CC1=C(C=C(C=C1)NC(=O)C2=CC=C(C=C2)CN3CCN(CC3)C)NC4=NC=CC(=N4)C5=CN=CC=C5. Cell line: LOX IMVI. Synergy scores: CSS=0.0810, Synergy_ZIP=-0.180, Synergy_Bliss=0.675, Synergy_Loewe=-4.04, Synergy_HSA=-2.02. (3) Drug 1: CN(CCCl)CCCl.Cl. Drug 2: C(CN)CNCCSP(=O)(O)O. Cell line: NCI/ADR-RES. Synergy scores: CSS=8.88, Synergy_ZIP=-3.42, Synergy_Bliss=-4.75, Synergy_Loewe=-33.0, Synergy_HSA=-3.71. (4) Drug 1: COC1=CC(=CC(=C1O)OC)C2C3C(COC3=O)C(C4=CC5=C(C=C24)OCO5)OC6C(C(C7C(O6)COC(O7)C8=CC=CS8)O)O. Drug 2: B(C(CC(C)C)NC(=O)C(CC1=CC=CC=C1)NC(=O)C2=NC=CN=C2)(O)O. Cell line: MDA-MB-231. Synergy scores: CSS=28.5, Synergy_ZIP=-10.8, Synergy_Bliss=-5.03, Synergy_Loewe=-2.74, Synergy_HSA=-2.89. (5) Drug 1: C1=CN(C(=O)N=C1N)C2C(C(C(O2)CO)O)O.Cl. Drug 2: CN1C(=O)N2C=NC(=C2N=N1)C(=O)N. Cell line: MOLT-4. Synergy scores: CSS=60.0, Synergy_ZIP=-2.40, Synergy_Bliss=-4.82, Synergy_Loewe=-9.99, Synergy_HSA=-4.83. (6) Drug 2: CN1C2=C(C=C(C=C2)N(CCCl)CCCl)N=C1CCCC(=O)O.Cl. Cell line: A549. Synergy scores: CSS=8.47, Synergy_ZIP=-3.45, Synergy_Bliss=1.60, Synergy_Loewe=-9.81, Synergy_HSA=-0.00696. Drug 1: C1CCC(C1)C(CC#N)N2C=C(C=N2)C3=C4C=CNC4=NC=N3. (7) Drug 1: C1CCC(CC1)NC(=O)N(CCCl)N=O. Drug 2: CN(C(=O)NC(C=O)C(C(C(CO)O)O)O)N=O. Cell line: K-562. Synergy scores: CSS=29.8, Synergy_ZIP=-8.84, Synergy_Bliss=-3.53, Synergy_Loewe=-7.32, Synergy_HSA=-1.59.